Dataset: Reaction yield outcomes from USPTO patents with 853,638 reactions. Task: Predict the reaction yield, written as a fraction of the theoretical maximum amount of product (1.0 means a 100% yield; for example, 0.34 means a 34% yield). (1) The catalyst is CN(C=O)C. The yield is 0.380. The product is [Cl:1][C:2]1[CH:28]=[CH:27][C:5]([CH2:6][NH:7][C:8]([C:10]2[C:11](=[O:26])[C:12]3[CH:18]=[C:17]([CH2:19][N:20]4[CH2:21][CH2:22][O:23][CH2:24][CH2:25]4)[S:16][C:13]=3[N:14]([CH:36]([CH3:38])[CH3:37])[CH:15]=2)=[O:9])=[CH:4][CH:3]=1. The reactants are [Cl:1][C:2]1[CH:28]=[CH:27][C:5]([CH2:6][NH:7][C:8]([C:10]2[C:11]([OH:26])=[C:12]3[CH:18]=[C:17]([CH2:19][N:20]4[CH2:25][CH2:24][O:23][CH2:22][CH2:21]4)[S:16][C:13]3=[N:14][CH:15]=2)=[O:9])=[CH:4][CH:3]=1.C(=O)([O-])[O-].[K+].[K+].Br[CH:36]([CH3:38])[CH3:37].O. (2) The reactants are [NH2:1][C:2]1[CH:18]=[CH:17][C:5]([CH2:6][C:7]2[CH:12]=[CH:11][CH:10]=[CH:9][C:8]=2[NH:13]C(=O)C)=[CH:4][CH:3]=1.[C:19]([C:23]([CH2:25][C:26](OCC)=[O:27])=O)([F:22])([F:21])[F:20].O.[OH-].[Na+]. The catalyst is C1(C)C=CC=CC=1.OS(O)(=O)=O. The product is [NH2:13][C:8]1[CH:9]=[CH:10][CH:11]=[CH:12][C:7]=1[CH2:6][C:5]1[CH:17]=[C:18]2[C:2](=[CH:3][CH:4]=1)[NH:1][C:26](=[O:27])[CH:25]=[C:23]2[C:19]([F:22])([F:21])[F:20]. The yield is 0.450.